This data is from Reaction yield outcomes from USPTO patents with 853,638 reactions. The task is: Predict the reaction yield, written as a fraction of the theoretical maximum amount of product (1.0 means a 100% yield; for example, 0.34 means a 34% yield). (1) The reactants are [CH2:1]([C:3]1[N:8]([C:9]2[CH:14]=[CH:13][C:12]([F:15])=[CH:11][CH:10]=2)[C:7](=[O:16])[CH:6]=[CH:5][N:4]=1)[CH3:2].C([O-])(=O)C.[Na+].[Br:22]Br.C(=O)([O-])[O-].[K+].[K+]. The catalyst is C(O)(=O)C.O. The product is [Br:22][CH:1]([C:3]1[N:8]([C:9]2[CH:14]=[CH:13][C:12]([F:15])=[CH:11][CH:10]=2)[C:7](=[O:16])[CH:6]=[CH:5][N:4]=1)[CH3:2]. The yield is 0.960. (2) The reactants are [OH:1][C:2]1[C:3]([CH3:12])=[C:4]([CH:9]=[CH:10][CH:11]=1)[C:5]([O:7][CH3:8])=[O:6].[Br:13]Br.[O-]S([O-])(=S)=O.[Na+].[Na+]. The catalyst is ClCCl. The product is [Br:13][C:9]1[C:4]([C:5]([O:7][CH3:8])=[O:6])=[C:3]([CH3:12])[C:2]([OH:1])=[CH:11][CH:10]=1. The yield is 0.920. (3) The reactants are [F:1][C:2]([F:7])([F:6])[C:3]([F:5])=[O:4].[F-:8].[K+].[CH2:10]=[C:11]([C:16](OS(F)(=O)=O)([F:18])[F:17])[C:12]([F:15])([F:14])[F:13]. The catalyst is COCCOCCOC. The product is [F:17][C:16]([F:18])([O:4][C:3]([F:8])([F:5])[C:2]([F:7])([F:6])[F:1])[C:11]([C:12]([F:15])([F:14])[F:13])=[CH2:10]. The yield is 0.310. (4) The reactants are [N+:1]([C:4]1[CH:13]=[CH:12][CH:11]=[CH:10][C:5]=1[C:6]([NH:8][NH2:9])=[O:7])([O-:3])=[O:2].[N:14]([C:17]1[CH:25]=[CH:24][C:20]2[O:21][CH2:22][O:23][C:19]=2[CH:18]=1)=[C:15]=S.C1CCC(N=C=NC2CCCCC2)CC1. The catalyst is ClCCl. The product is [O:21]1[C:20]2[CH:24]=[CH:25][C:17]([NH:14][C:15]3[O:7][C:6]([C:5]4[CH:10]=[CH:11][CH:12]=[CH:13][C:4]=4[N+:1]([O-:3])=[O:2])=[N:8][N:9]=3)=[CH:18][C:19]=2[O:23][CH2:22]1. The yield is 0.500. (5) The reactants are [F:1][C:2]1[CH:3]=[C:4]([OH:11])[CH:5]=[C:6]([F:10])[C:7]=1[CH2:8][OH:9].Cl[CH2:13][C:14]1[N:15]=[C:16]([CH3:19])[S:17][CH:18]=1. No catalyst specified. The product is [F:1][C:2]1[CH:3]=[C:4]([O:11][CH2:13][C:14]2[N:15]=[C:16]([CH3:19])[S:17][CH:18]=2)[CH:5]=[C:6]([F:10])[C:7]=1[CH2:8][OH:9]. The yield is 0.730. (6) The reactants are [OH-].[K+].[CH3:3][O:4][C:5]1[CH:12]=[CH:11][C:8]([CH:9]=[O:10])=[CH:7][CH:6]=1.[N+:13]([CH2:15][C:16]([N:18]1[CH2:22][CH2:21][CH2:20][CH2:19]1)=[O:17])#[C-:14]. The catalyst is CO. The product is [CH3:3][O:4][C:5]1[CH:12]=[CH:11][C:8]([C@@H:9]2[O:10][CH:14]=[N:13][C@H:15]2[C:16]([N:18]2[CH2:22][CH2:21][CH2:20][CH2:19]2)=[O:17])=[CH:7][CH:6]=1. The yield is 0.905.